The task is: Predict the product of the given reaction.. This data is from Forward reaction prediction with 1.9M reactions from USPTO patents (1976-2016). (1) Given the reactants Cl[C:2]1[N:7]=[C:6]([C:8]2([CH2:13][NH:14][C:15]([NH:17][C:18]3[CH:23]=[CH:22][C:21]([C:24]4[CH:29]=[CH:28][N:27]=[C:26]([CH3:30])[CH:25]=4)=[CH:20][CH:19]=3)=[O:16])[CH2:12][CH2:11][CH2:10][CH2:9]2)[CH:5]=[CH:4][CH:3]=1.CC1C=C2N=C3C(=NC(NC3=O)=O)N(C[C@H](O)[C@H](O)[C@H](O)CO)C2=CC=1C, predict the reaction product. The product is: [CH3:30][C:26]1[CH:25]=[C:24]([C:21]2[CH:20]=[CH:19][C:18]([NH:17][C:15]([NH:14][CH2:13][C:8]3([C:6]4[CH:5]=[CH:4][CH:3]=[CH:2][N:7]=4)[CH2:9][CH2:10][CH2:11][CH2:12]3)=[O:16])=[CH:23][CH:22]=2)[CH:29]=[CH:28][N:27]=1. (2) Given the reactants [CH3:1][C:2]([CH3:39])([C:6](=[O:38])[C:7]1[C:15]2[C:10](=[N:11][CH:12]=[C:13]([C:16]3[CH:21]=[C:20]([O:22][CH3:23])[C:19]([O:24][CH3:25])=[C:18]([O:26][CH3:27])[CH:17]=3)[N:14]=2)[N:9]([Si](C(C)C)(C(C)C)C(C)C)[CH:8]=1)[CH2:3][C:4]#[N:5].FC(F)(F)C(O)=O, predict the reaction product. The product is: [CH3:1][C:2]([CH3:39])([C:6](=[O:38])[C:7]1[C:15]2[C:10](=[N:11][CH:12]=[C:13]([C:16]3[CH:17]=[C:18]([O:26][CH3:27])[C:19]([O:24][CH3:25])=[C:20]([O:22][CH3:23])[CH:21]=3)[N:14]=2)[NH:9][CH:8]=1)[CH2:3][C:4]#[N:5].